This data is from Reaction yield outcomes from USPTO patents with 853,638 reactions. The task is: Predict the reaction yield, written as a fraction of the theoretical maximum amount of product (1.0 means a 100% yield; for example, 0.34 means a 34% yield). (1) The reactants are [Br:1][C:2]1[CH:3]=[CH:4][C:5]2[NH:6][C:7]3[C:12]([C:13]=2[CH:14]=1)=[CH:11][C:10]([Br:15])=[CH:9][CH:8]=3.[H-].[Na+].[C:18]([O:23][CH3:24])(=[O:22])[CH:19]1[O:21][CH2:20]1. The catalyst is CN(C=O)C. The product is [Br:15][C:10]1[CH:9]=[CH:8][C:7]2[N:6]([CH2:20][CH:19]([OH:21])[C:18]([O:23][CH3:24])=[O:22])[C:5]3[C:13]([C:12]=2[CH:11]=1)=[CH:14][C:2]([Br:1])=[CH:3][CH:4]=3. The yield is 0.320. (2) The product is [C:2]1([CH3:10])[CH:7]=[CH:6][CH:5]=[C:4]([N:8]2[C:15]([NH2:16])=[CH:14][C:13]([C:12]([F:19])([F:18])[F:11])=[N:9]2)[CH:3]=1. The reactants are Cl.[C:2]1([CH3:10])[CH:7]=[CH:6][CH:5]=[C:4]([NH:8][NH2:9])[CH:3]=1.[F:11][C:12]([F:19])([F:18])[C:13](=O)[CH2:14][C:15]#[N:16]. The yield is 0.220. No catalyst specified. (3) The reactants are Cl[C:2]1[N:7]=[C:6]([N:8]2[CH2:13][CH2:12][O:11][CH2:10][CH2:9]2)[N:5]=[C:4]([N:14]2[CH2:19][CH2:18][O:17][CH2:16][CH2:15]2)[N:3]=1.[CH3:20][NH:21][C:22]([NH:24][C:25]1[CH:30]=[CH:29][C:28](B2OC(C)(C)C(C)(C)O2)=[CH:27][CH:26]=1)=[O:23]. No catalyst specified. The product is [N:14]1([C:4]2[N:5]=[C:6]([N:8]3[CH2:13][CH2:12][O:11][CH2:10][CH2:9]3)[N:7]=[C:2]([C:28]3[CH:27]=[CH:26][C:25]([NH:24][C:22]([NH:21][CH3:20])=[O:23])=[CH:30][CH:29]=3)[N:3]=2)[CH2:19][CH2:18][O:17][CH2:16][CH2:15]1. The yield is 0.110. (4) The reactants are C(N1C2N=CN=C(OC3C=CC(NC(NC(=O)CC4C=CC=CC=4)=S)=CC=3F)C=2C=C1)C1C=CC=CC=1.[F:38][C:39]1[CH:40]=[C:41]([NH:55]C(NC(=O)CC2C=CC=CC=2)=S)[CH:42]=[CH:43][C:44]=1[O:45][C:46]1[CH:51]=[CH:50][N:49]=[C:48]2[CH:52]=[CH:53][S:54][C:47]=12.[F:68][C:69]1[CH:74]=[CH:73][CH:72]=[C:71]([F:75])[C:70]=1[CH2:76][C:77]([N:79]=[C:80]=[S:81])=[O:78]. No catalyst specified. The product is [F:68][C:69]1[CH:74]=[CH:73][CH:72]=[C:71]([F:75])[C:70]=1[CH2:76][C:77]([NH:79][C:80](=[S:81])[NH:55][C:41]1[CH:42]=[CH:43][C:44]([O:45][C:46]2[CH:51]=[CH:50][N:49]=[C:48]3[CH:52]=[CH:53][S:54][C:47]=23)=[C:39]([F:38])[CH:40]=1)=[O:78]. The yield is 0.230.